This data is from Forward reaction prediction with 1.9M reactions from USPTO patents (1976-2016). The task is: Predict the product of the given reaction. (1) Given the reactants Br[C:2]1[CH:20]=[CH:19][C:5]2[N:6]=[C:7]([C@H:9]3[CH2:12][C@H:11]([N:13]4[CH2:17][CH2:16][CH2:15][C@H:14]4[CH3:18])[CH2:10]3)[S:8][C:4]=2[CH:3]=1.[CH3:21][O:22][C:23]1[N:28]=[CH:27][C:26](B(O)O)=[C:25]([O:32][CH3:33])[N:24]=1.N1C=C(B(O)O)C=NC=1, predict the reaction product. The product is: [CH3:21][O:22][C:23]1[N:24]=[C:25]([O:32][CH3:33])[C:26]([C:2]2[CH:20]=[CH:19][C:5]3[N:6]=[C:7]([C@H:9]4[CH2:12][C@H:11]([N:13]5[CH2:17][CH2:16][CH2:15][C@@H:14]5[CH3:18])[CH2:10]4)[S:8][C:4]=3[CH:3]=2)=[CH:27][N:28]=1. (2) Given the reactants [CH2:1]([C:5]1[CH2:10][CH:9]([CH3:11])[CH:8]([CH:12]=[O:13])[CH2:7][CH:6]=1)[CH:2]([CH3:4])[CH3:3].[Li][CH3:15].[NH4+].[Cl-], predict the reaction product. The product is: [CH2:1]([C:5]1[CH2:10][CH:9]([CH3:11])[CH:8]([CH:12]([OH:13])[CH3:15])[CH2:7][CH:6]=1)[CH:2]([CH3:4])[CH3:3]. (3) Given the reactants [CH:1]([O:4][C:5]1[C:10]([CH2:11][NH2:12])=[CH:9][CH:8]=[C:7]([CH3:13])[N:6]=1)([CH3:3])[CH3:2].C1N=CN([C:19](N2C=NC=C2)=[O:20])C=1.[NH2:26][C:27]1[C:32]2[O:33][CH2:34][C:35](=[O:37])[NH:36][C:31]=2[CH:30]=[CH:29][CH:28]=1, predict the reaction product. The product is: [CH:1]([O:4][C:5]1[C:10]([CH2:11][NH:12][C:19]([NH:26][C:27]2[C:32]3[O:33][CH2:34][C:35](=[O:37])[NH:36][C:31]=3[CH:30]=[CH:29][CH:28]=2)=[O:20])=[CH:9][CH:8]=[C:7]([CH3:13])[N:6]=1)([CH3:3])[CH3:2]. (4) Given the reactants [Br:1][C:2]1[C:3]([OH:10])=[C:4]([CH:7]=[CH:8][CH:9]=1)[CH:5]=O.Br[CH2:12][C:13]([C:15]1[CH:20]=[CH:19][CH:18]=[C:17]([O:21][CH3:22])[CH:16]=1)=[O:14], predict the reaction product. The product is: [Br:1][C:2]1[C:3]2[O:10][C:12]([C:13]([C:15]3[CH:20]=[CH:19][CH:18]=[C:17]([O:21][CH3:22])[CH:16]=3)=[O:14])=[CH:5][C:4]=2[CH:7]=[CH:8][CH:9]=1. (5) Given the reactants I[CH2:2][C@H:3]1[O:7][C:6](=[O:8])[N:5]([C:9]2[CH:10]=[CH:11][C:12]3[S:17][CH2:16][C:15](=[O:18])[NH:14][C:13]=3[CH:19]=2)[CH2:4]1.[C:20]([N:27]1[CH2:32][CH2:31][NH:30][CH2:29][CH2:28]1)([O:22][C:23]([CH3:26])([CH3:25])[CH3:24])=[O:21], predict the reaction product. The product is: [C:23]([O:22][C:20]([N:27]1[CH2:32][CH2:31][N:30]([CH2:2][C@H:3]2[O:7][C:6](=[O:8])[N:5]([C:9]3[CH:10]=[CH:11][C:12]4[S:17][CH2:16][C:15](=[O:18])[NH:14][C:13]=4[CH:19]=3)[CH2:4]2)[CH2:29][CH2:28]1)=[O:21])([CH3:26])([CH3:24])[CH3:25]. (6) Given the reactants Br[C:2]1[C:3]([O:20][CH3:21])=[C:4]([CH:10]([NH:12][C:13](=[O:19])[O:14][C:15]([CH3:18])([CH3:17])[CH3:16])[CH3:11])[CH:5]=[C:6]([Cl:9])[C:7]=1[CH3:8].CC1(C)C(C)(C)OB([C:30]2[CH:31]=[CH:32][C:33]([CH:36]=[O:37])=[N:34][CH:35]=2)O1.C(=O)([O-])[O-].[K+].[K+].N#N, predict the reaction product. The product is: [Cl:9][C:6]1[C:7]([CH3:8])=[C:2]([C:30]2[CH:35]=[N:34][C:33]([CH:36]=[O:37])=[CH:32][CH:31]=2)[C:3]([O:20][CH3:21])=[C:4]([CH:10]([NH:12][C:13](=[O:19])[O:14][C:15]([CH3:18])([CH3:17])[CH3:16])[CH3:11])[CH:5]=1. (7) Given the reactants C(OC([N:8]1[CH2:12][C@@H:11]([C:13]2[CH:18]=[CH:17][CH:16]=[C:15]([CH:19]([CH3:21])[CH3:20])[CH:14]=2)[C@H:10]([CH2:22][N:23]([CH2:31][C:32]2[CH:37]=[CH:36][CH:35]=[CH:34][CH:33]=2)[C:24]2[CH:29]=[CH:28][C:27]([Cl:30])=[CH:26][CH:25]=2)[CH2:9]1)=O)(C)(C)C, predict the reaction product. The product is: [CH2:31]([N:23]([C:24]1[CH:29]=[CH:28][C:27]([Cl:30])=[CH:26][CH:25]=1)[CH2:22][C@@H:10]1[C@H:11]([C:13]2[CH:18]=[CH:17][CH:16]=[C:15]([CH:19]([CH3:21])[CH3:20])[CH:14]=2)[CH2:12][NH:8][CH2:9]1)[C:32]1[CH:33]=[CH:34][CH:35]=[CH:36][CH:37]=1.